Dataset: Catalyst prediction with 721,799 reactions and 888 catalyst types from USPTO. Task: Predict which catalyst facilitates the given reaction. (1) Reactant: [Si]([O:8][CH2:9][C:10]1([CH:14]([OH:16])[CH3:15])[CH2:13][CH2:12][CH2:11]1)(C(C)(C)C)(C)C.[F-].C([N+](CCCC)(CCCC)CCCC)CCC.Cl. Product: [OH:8][CH2:9][C:10]1([CH:14]([OH:16])[CH3:15])[CH2:13][CH2:12][CH2:11]1. The catalyst class is: 7. (2) Reactant: [F:1][C@H:2]1[C@H:7]([O:8]S(C)(=O)=O)[CH2:6][CH2:5][N:4]([C:13]([O:15][C:16]([CH3:19])([CH3:18])[CH3:17])=[O:14])[CH2:3]1.[F:20][C:21]1[CH:22]=[CH:23][C:24]2[N:25]([C:27]([C:30]3[CH:39]=[CH:38][C:37]4[C:32](=[C:33](O)[CH:34]=[CH:35][CH:36]=4)[N:31]=3)=[N:28][N:29]=2)[CH:26]=1.C([O-])([O-])=O.[Cs+].[Cs+].CC(N(C)C)=O. Product: [F:1][C@H:2]1[C@@H:7]([O:8][C:33]2[CH:34]=[CH:35][CH:36]=[C:37]3[C:32]=2[N:31]=[C:30]([C:27]2[N:25]4[CH:26]=[C:21]([F:20])[CH:22]=[CH:23][C:24]4=[N:29][N:28]=2)[CH:39]=[CH:38]3)[CH2:6][CH2:5][N:4]([C:13]([O:15][C:16]([CH3:19])([CH3:18])[CH3:17])=[O:14])[CH2:3]1. The catalyst class is: 161. (3) Reactant: [CH:1]([C:3]1[CH:8]=[CH:7][CH:6]=[CH:5][C:4]=1B(O)O)=[O:2].Br[C:13]1[CH:19]=[CH:18][C:16]([NH2:17])=[C:15]([F:20])[CH:14]=1.C(=O)([O-])[O-].[Na+].[Na+]. Product: [CH:1]([C:3]1[CH:8]=[CH:7][CH:6]=[CH:5][C:4]=1[C:13]1[CH:19]=[CH:18][C:16]([NH2:17])=[C:15]([F:20])[CH:14]=1)=[O:2]. The catalyst class is: 176. (4) Reactant: [CH3:1][CH:2]([CH3:9])[CH2:3][C:4](=[O:8])[C:5]([OH:7])=O.[NH:10]1[CH2:14][CH2:13][CH2:12][CH2:11]1. Product: [CH3:9][CH:2]([CH3:1])[CH2:3][C:4](=[O:8])[C:5]([N:10]1[CH2:14][CH2:13][CH2:12][CH2:11]1)=[O:7]. The catalyst class is: 120. (5) Reactant: [O:1]=[C:2]1[CH2:8][C:7]([C:9]2[CH:10]=[C:11]([CH:14]=[CH:15][CH:16]=2)[C:12]#[N:13])=[N:6][C:5]2[CH:17]=[CH:18][C:19]([C:21]#[C:22][C:23]3[CH:28]=[CH:27][CH:26]=[CH:25][CH:24]=3)=[CH:20][C:4]=2[NH:3]1. Product: [O:1]=[C:2]1[CH2:8][C:7]([C:9]2[CH:10]=[C:11]([CH:14]=[CH:15][CH:16]=2)[C:12]#[N:13])=[N:6][C:5]2[CH:17]=[CH:18][C:19]([CH2:21][CH2:22][C:23]3[CH:28]=[CH:27][CH:26]=[CH:25][CH:24]=3)=[CH:20][C:4]=2[NH:3]1. The catalyst class is: 45. (6) Reactant: C([O:3][C:4](=[O:25])[C:5]1[CH:10]=[CH:9][C:8]([S:11][C:12]2[CH:17]=[CH:16][CH:15]=[CH:14][C:13]=2[C:18]([O:20]C)=[O:19])=[C:7]([N+:22]([O-])=O)[CH:6]=1)C.[Li+].[OH-]. Product: [NH2:22][C:7]1[CH:6]=[C:5]([CH:10]=[CH:9][C:8]=1[S:11][C:12]1[CH:17]=[CH:16][CH:15]=[CH:14][C:13]=1[C:18]([OH:20])=[O:19])[C:4]([OH:25])=[O:3]. The catalyst class is: 1. (7) Reactant: [CH3:1][C@:2]12[C@H:12]([CH2:13]/[CH:14]=[C:15]3\[C@H:16]([OH:21])[CH2:17][O:18][C:19]\3=[O:20])[C:10](=[CH2:11])[CH2:9][CH2:8][C@@H:7]1[C@@:6]([CH2:23][OH:24])([CH3:22])[C@H:5]([OH:25])[CH2:4][CH2:3]2.C([O:28][CH:29]1[CH:34]([O:35]CC)[CH:33]([O:38]CC)[CH:32]([CH2:41][O:42]CC)[O:31][CH:30]1[O:45][C:46]1[CH:53]=[CH:52][C:49]([CH:50]=O)=[CH:48][CH:47]=1)C. Product: [CH3:1][C:2]12[CH:12]([CH2:13]/[CH:14]=[C:15]3/[C:19](=[O:20])[O:18][CH2:17][CH:16]/3[OH:21])[C:10](=[CH2:11])[CH2:9][CH2:8][CH:7]1[C:6]1([CH3:22])[CH:5]([O:25][CH:50]([C:49]3[CH:52]=[CH:53][C:46]([O:45][CH:30]4[CH:29]([OH:28])[CH:34]([OH:35])[CH:33]([OH:38])[CH:32]([CH2:41][OH:42])[O:31]4)=[CH:47][CH:48]=3)[O:24][CH2:23]1)[CH2:4][CH2:3]2. The catalyst class is: 11. (8) Reactant: C[O:2][C:3](=[O:39])[CH2:4][C:5]1[CH:10]=[C:9]([Cl:11])[C:8]([C:12]2[CH:13]=[N:14][C:15]([C:20]([F:23])([F:22])[F:21])=[CH:16][C:17]=2[C:18]#[N:19])=[CH:7][C:6]=1[S:24]([N:27]1[C:36]2[C:31](=[CH:32][CH:33]=[CH:34][CH:35]=2)[C:30]([CH3:38])([CH3:37])[CH2:29][CH2:28]1)(=[O:26])=[O:25]. Product: [Cl:11][C:9]1[C:8]([C:12]2[CH:13]=[N:14][C:15]([C:20]([F:22])([F:23])[F:21])=[CH:16][C:17]=2[C:18]#[N:19])=[CH:7][C:6]([S:24]([N:27]2[C:36]3[C:31](=[CH:32][CH:33]=[CH:34][CH:35]=3)[C:30]([CH3:38])([CH3:37])[CH2:29][CH2:28]2)(=[O:25])=[O:26])=[C:5]([CH2:4][C:3]([OH:39])=[O:2])[CH:10]=1. The catalyst class is: 295. (9) Reactant: [F:1][C:2]([F:7])([F:6])[C:3]([OH:5])=[O:4].[CH3:8][C:9]1([CH3:43])[CH2:14][CH2:13][C:12]([C:15]2[CH:20]=[C:19]([C:21]3([N:27]4[CH2:32][CH2:31][NH:30][CH2:29][CH2:28]4)[CH2:26][CH2:25][O:24][CH2:23][CH2:22]3)[CH:18]=[CH:17][C:16]=2[NH:33][C:34]([C:36]2[NH:37][C:38]([C:41]#[N:42])=[CH:39][N:40]=2)=[O:35])=[CH:11][CH2:10]1.CCN(CC)CC.Br[CH2:52][C:53]([O:55]CC)=[O:54].[OH-].[K+]. Product: [F:1][C:2]([F:7])([F:6])[C:3]([OH:5])=[O:4].[C:41]([C:38]1[NH:37][C:36]([C:34]([NH:33][C:16]2[CH:17]=[CH:18][C:19]([C:21]3([N:27]4[CH2:32][CH2:31][N:30]([CH2:52][C:53]([OH:55])=[O:54])[CH2:29][CH2:28]4)[CH2:22][CH2:23][O:24][CH2:25][CH2:26]3)=[CH:20][C:15]=2[C:12]2[CH2:13][CH2:14][C:9]([CH3:43])([CH3:8])[CH2:10][CH:11]=2)=[O:35])=[N:40][CH:39]=1)#[N:42]. The catalyst class is: 34.